Dataset: Forward reaction prediction with 1.9M reactions from USPTO patents (1976-2016). Task: Predict the product of the given reaction. Given the reactants [CH3:1][O:2][C:3]1[CH:11]=[CH:10][C:6]([C:7](O)=[O:8])=[C:5]([CH3:12])[CH:4]=1.[N:13](C1C=C(C=CC=1OC(F)(F)F)C(N)=O)=C=S, predict the reaction product. The product is: [CH3:1][O:2][C:3]1[CH:11]=[CH:10][C:6]([C:7]([NH2:13])=[O:8])=[C:5]([CH3:12])[CH:4]=1.